This data is from Full USPTO retrosynthesis dataset with 1.9M reactions from patents (1976-2016). The task is: Predict the reactants needed to synthesize the given product. (1) Given the product [NH2:11][CH2:10][C@H:7]1[CH2:8][CH2:9][C@H:4]([CH2:3][C:1]#[N:2])[CH2:5][CH2:6]1, predict the reactants needed to synthesize it. The reactants are: [C:1]([CH2:3][C@H:4]1[CH2:9][CH2:8][C@H:7]([CH2:10][NH:11]C(=O)OC(C)(C)C)[CH2:6][CH2:5]1)#[N:2].FC(F)(F)C(O)=O. (2) Given the product [C:20]([CH2:19][CH:18]([N:5]1[C:6](=[O:17])[C:7]2[C:3](=[C:2]([Cl:1])[CH:10]=[CH:9][C:8]=2[NH:11][C:12]([CH:14]2[CH2:15][CH2:16]2)=[O:13])[CH2:4]1)[C:23]1[CH:28]=[CH:27][C:26]([O:29][CH:30]([F:31])[F:32])=[C:25]([O:33][CH2:34][CH3:35])[CH:24]=1)(=[O:22])[NH2:38], predict the reactants needed to synthesize it. The reactants are: [Cl:1][C:2]1[CH:10]=[CH:9][C:8]([NH:11][C:12]([CH:14]2[CH2:16][CH2:15]2)=[O:13])=[C:7]2[C:3]=1[CH2:4][N:5]([CH:18]([C:23]1[CH:28]=[CH:27][C:26]([O:29][CH:30]([F:32])[F:31])=[C:25]([O:33][CH2:34][CH3:35])[CH:24]=1)[CH2:19][C:20]([OH:22])=O)[C:6]2=[O:17].C1N=C[N:38](C(N2C=NC=C2)=O)C=1.[NH4+].[OH-]. (3) Given the product [Cl:5][C:6]1[CH:11]=[C:10]([N+:1]([O-:4])=[O:2])[CH:9]=[C:8]([Cl:12])[N:7]=1, predict the reactants needed to synthesize it. The reactants are: [N+:1]([O-:4])(O)=[O:2].[Cl:5][C:6]1[CH:11]=[CH:10][CH:9]=[C:8]([Cl:12])[N+:7]=1[O-].[N+]([O-])=O.O.N. (4) Given the product [C:34]([NH:1][C:2]1[CH:3]=[C:4]([CH:8]=[C:9]([C:11]2[N:15]3[CH:16]=[CH:17][C:18]([C:20]4[CH:25]=[CH:24][CH:23]=[C:22]([CH2:26][N:27]5[CH2:28][CH2:29][O:30][CH2:31][CH2:32]5)[CH:21]=4)=[CH:19][C:14]3=[N:13][CH:12]=2)[CH:10]=1)[C:5]([NH2:7])=[O:6])(=[O:35])[CH3:33], predict the reactants needed to synthesize it. The reactants are: [NH2:1][C:2]1[CH:3]=[C:4]([CH:8]=[C:9]([C:11]2[N:15]3[CH:16]=[CH:17][C:18]([C:20]4[CH:25]=[CH:24][CH:23]=[C:22]([CH2:26][N:27]5[CH2:32][CH2:31][O:30][CH2:29][CH2:28]5)[CH:21]=4)=[CH:19][C:14]3=[N:13][CH:12]=2)[CH:10]=1)[C:5]([NH2:7])=[O:6].[CH3:33][C:34](O)=[O:35].ON1C2C=CC=CC=2N=N1.Cl.CN(C)CCCN=C=NCC. (5) Given the product [Cl:25][C:26]1[CH:31]=[N:30][C:29]([N:32]2[CH2:37][CH2:36][CH:35]([C@H:38]([CH3:52])[CH2:39][CH2:40][O:41][C:42]3[CH:50]=[CH:49][C:45]([C:46]([NH:53][CH2:54][C@H:55]([OH:58])[CH2:56][OH:57])=[O:48])=[C:44]([CH3:51])[N:43]=3)[CH2:34][CH2:33]2)=[N:28][CH:27]=1, predict the reactants needed to synthesize it. The reactants are: CN(C(ON1N=NC2C=CC=NC1=2)=[N+](C)C)C.F[P-](F)(F)(F)(F)F.[Cl:25][C:26]1[CH:27]=[N:28][C:29]([N:32]2[CH2:37][CH2:36][CH:35]([C@H:38]([CH3:52])[CH2:39][CH2:40][O:41][C:42]3[CH:50]=[CH:49][C:45]([C:46]([OH:48])=O)=[C:44]([CH3:51])[N:43]=3)[CH2:34][CH2:33]2)=[N:30][CH:31]=1.[NH2:53][CH2:54][C@H:55]([OH:58])[CH2:56][OH:57].CCN(C(C)C)C(C)C.